Predict the product of the given reaction. From a dataset of Forward reaction prediction with 1.9M reactions from USPTO patents (1976-2016). (1) Given the reactants [C:1]([C:5]1[O:9][N:8]=[C:7]([C:10]2[CH:15]=[C:14](Cl)[C:13]([CH:17]3[CH2:19][CH2:18]3)=[CH:12][N:11]=2)[N:6]=1)([CH3:4])([CH3:3])[CH3:2].[O:20]1[CH2:23][CH:22]([OH:24])[CH2:21]1, predict the reaction product. The product is: [C:1]([C:5]1[O:9][N:8]=[C:7]([C:10]2[CH:15]=[C:14]([O:24][CH:22]3[CH2:23][O:20][CH2:21]3)[C:13]([CH:17]3[CH2:19][CH2:18]3)=[CH:12][N:11]=2)[N:6]=1)([CH3:4])([CH3:3])[CH3:2]. (2) Given the reactants [CH3:1][O:2][C:3]([C:5]1[CH:6]=[C:7]([O:16][CH2:17][C:18]2[CH:23]=[CH:22][CH:21]=[CH:20][CH:19]=2)[CH:8]=[C:9]2[C:14]=1[O:13][C:12](=[O:15])[CH:11]=[CH:10]2)=[O:4].C(O[CH2:28][C:29](=[CH2:35])[CH2:30][Si](C)(C)C)(=O)C.P(OC(C)C)(OC(C)C)OC(C)C, predict the reaction product. The product is: [CH3:1][O:2][C:3]([C:5]1[CH:6]=[C:7]([O:16][CH2:17][C:18]2[CH:23]=[CH:22][CH:21]=[CH:20][CH:19]=2)[CH:8]=[C:9]2[C:14]=1[O:13][C:12](=[O:15])[CH:11]1[CH2:30][C:29](=[CH2:28])[CH2:35][CH:10]21)=[O:4].